This data is from Forward reaction prediction with 1.9M reactions from USPTO patents (1976-2016). The task is: Predict the product of the given reaction. (1) Given the reactants [NH2:1][CH2:2][C:3]1[CH:12]=[CH:11][C:6]([C:7]([O:9][CH3:10])=[O:8])=[CH:5][N:4]=1.[C:13]1([CH2:19][CH2:20][C:21](Cl)=[O:22])[CH:18]=[CH:17][CH:16]=[CH:15][CH:14]=1.C([O-])(O)=O.[Na+], predict the reaction product. The product is: [C:13]1([CH2:19][CH2:20][C:21]([NH:1][CH2:2][C:3]2[CH:12]=[CH:11][C:6]([C:7]([O:9][CH3:10])=[O:8])=[CH:5][N:4]=2)=[O:22])[CH:18]=[CH:17][CH:16]=[CH:15][CH:14]=1. (2) Given the reactants Br[C:2]1[CH:8]=[CH:7][C:5]([NH2:6])=[CH:4][C:3]=1[C:9]([F:12])([F:11])[F:10].[C:13]1(B(O)O)[CH:18]=[CH:17][CH:16]=[CH:15][CH:14]=1.C([O-])([O-])=O.[K+].[K+], predict the reaction product. The product is: [F:10][C:9]([F:12])([F:11])[C:3]1[CH:4]=[C:5]([NH2:6])[CH:7]=[CH:8][C:2]=1[C:13]1[CH:18]=[CH:17][CH:16]=[CH:15][CH:14]=1.